This data is from Retrosynthesis with 50K atom-mapped reactions and 10 reaction types from USPTO. The task is: Predict the reactants needed to synthesize the given product. (1) The reactants are: Nc1ccccc1OC(F)(F)F.OCCBr. Given the product OCCNc1ccccc1OC(F)(F)F, predict the reactants needed to synthesize it. (2) Given the product CNc1nc(N2CC[C@H](c3cc(F)c(F)cc3F)[C@@H](NC(=O)OC(C)(C)C)C2)ccc1N, predict the reactants needed to synthesize it. The reactants are: CNc1nc(N2CC[C@H](c3cc(F)c(F)cc3F)[C@@H](NC(=O)OC(C)(C)C)C2)ccc1[N+](=O)[O-]. (3) Given the product NS(=O)(=O)c1cccc(-c2cnc3c(NCCCO)nc4cc(C(F)(F)F)ccc4n23)c1, predict the reactants needed to synthesize it. The reactants are: NS(=O)(=O)c1cccc(Br)c1.OCCCNc1nc2cc(C(F)(F)F)ccc2n2c(I)cnc12. (4) Given the product COc1ccc(CC(=O)O)cc1-c1ccc(C(F)(F)F)cc1CN(CC(C)(C)C)C(C)=O, predict the reactants needed to synthesize it. The reactants are: COC(=O)Cc1ccc(OC)c(-c2ccc(C(F)(F)F)cc2CN(CC(C)(C)C)C(C)=O)c1. (5) Given the product COc1ccc(C(=O)c2ccc3cccnc3c2[N+](=O)[O-])c(OC)c1, predict the reactants needed to synthesize it. The reactants are: COc1ccc(C(O)c2ccc3cccnc3c2[N+](=O)[O-])c(OC)c1. (6) Given the product COC(=O)c1cccc2[nH]ccc12, predict the reactants needed to synthesize it. The reactants are: C=[N+]=[N-].O=C(O)c1cccc2[nH]ccc12. (7) Given the product O=C(NC(=O)c1ccccc1)OCCCc1c[nH]cn1, predict the reactants needed to synthesize it. The reactants are: O=C=NC(=O)c1ccccc1.OCCCc1c[nH]cn1. (8) Given the product CCOc1ccc(C2=NC(C)(C)CO2)cn1, predict the reactants needed to synthesize it. The reactants are: CC1(C)COC(c2ccc(Cl)nc2)=N1.CN(C)C=O. (9) Given the product Cc1ccc(-n2nc(C(C)(C)C)cc2NC(=O)NCc2cc(F)ccc2Oc2ccnc(Cl)n2)cc1, predict the reactants needed to synthesize it. The reactants are: Cc1ccc(-n2nc(C(C)(C)C)cc2NC(=O)NCc2cc(F)ccc2O)cc1.Clc1ccnc(Cl)n1. (10) Given the product O=C1C(c2cc3c(cc2O)CCCO3)c2ccccc2N1C(c1ccccc1)c1ccccc1, predict the reactants needed to synthesize it. The reactants are: O=C1N(C(c2ccccc2)c2ccccc2)c2ccccc2C1(O)c1cc2c(cc1O)CCCO2.